Dataset: Full USPTO retrosynthesis dataset with 1.9M reactions from patents (1976-2016). Task: Predict the reactants needed to synthesize the given product. Given the product [NH2:1][C:2]1[O:3][C:4]2[C:9]([CH:10]([C:14]3[CH:19]=[C:18]([O:20][CH3:21])[C:17]([O:22][CH3:23])=[C:16]([Br:24])[CH:15]=3)[C:11]=1[C:12]#[N:13])=[CH:8][CH:7]=[C:6]1[N:26]([CH2:35][CH:33]3[CH2:34][O:32]3)[CH:27]=[CH:28][C:5]=21, predict the reactants needed to synthesize it. The reactants are: [NH2:1][C:2]1[O:3][C:4]2[C:9]([C:10](C)([C:14]3[CH:19]=[C:18]([O:20][CH3:21])[C:17]([O:22][CH3:23])=[C:16]([Br:24])[CH:15]=3)[C:11]=1[C:12]#[N:13])=[CH:8][CH:7]=[C:6]1[N:26](C3CO3)[CH:27]=[CH:28][C:5]=21.[O:32]1[CH2:34][CH:33]1[CH2:35]N1C2C(=C(O)C=CC=2)C=C1.BrC1C(OC)=C(OC)C=C(C=1)C=O.C(#N)CC#N.N1CCCCC1.